Dataset: Forward reaction prediction with 1.9M reactions from USPTO patents (1976-2016). Task: Predict the product of the given reaction. (1) Given the reactants Cl[CH2:2][C:3](=[O:10])[CH2:4][C:5]([O:7][CH2:8][CH3:9])=[O:6].[C:11]1(=[O:17])[NH:16][CH2:15][CH2:14][CH2:13][CH2:12]1, predict the reaction product. The product is: [O:10]=[C:3]([CH2:2][N:16]1[CH2:15][CH2:14][CH2:13][CH2:12][C:11]1=[O:17])[CH2:4][C:5]([O:7][CH2:8][CH3:9])=[O:6]. (2) The product is: [Br:35][C:13]1[C:14](=[O:27])[NH:15][C:16]2[CH:17]=[C:18]([C:20]3[C:21]([CH3:26])=[N:22][O:23][C:24]=3[CH3:25])[CH:19]=[C:10]([S:7]([NH:6][CH:1]3[CH2:2][CH2:3][CH2:4][CH2:5]3)(=[O:9])=[O:8])[C:11]=2[CH:12]=1. Given the reactants [CH:1]1([NH:6][S:7]([C:10]2[C:11]3[CH:12]=[CH:13][C:14](=[O:27])[NH:15][C:16]=3[CH:17]=[C:18]([C:20]3[C:21]([CH3:26])=[N:22][O:23][C:24]=3[CH3:25])[CH:19]=2)(=[O:9])=[O:8])[CH2:5][CH2:4][CH2:3][CH2:2]1.C1C(=O)N([Br:35])C(=O)C1, predict the reaction product. (3) Given the reactants [F:1][C:2]1[C:10]([C:11]2[CH:16]=[CH:15][C:14]([C:17]3([OH:21])[CH2:20][CH2:19][CH2:18]3)=[CH:13][CH:12]=2)=[C:9]([F:22])[CH:8]=[C:7]2[C:3]=1[C:4]([CH:23]=[O:24])=[CH:5][NH:6]2.O.[OH:26]P([O-])(O)=O.[Na+].Cl([O-])=O.[Na+].CC(=CC)C.C(O)(=O)CC(CC(O)=O)(C(O)=O)O, predict the reaction product. The product is: [F:1][C:2]1[C:10]([C:11]2[CH:12]=[CH:13][C:14]([C:17]3([OH:21])[CH2:18][CH2:19][CH2:20]3)=[CH:15][CH:16]=2)=[C:9]([F:22])[CH:8]=[C:7]2[C:3]=1[C:4]([C:23]([OH:26])=[O:24])=[CH:5][NH:6]2. (4) Given the reactants [C:1]1([C:7]2[N:12]=[C:11]([C:13]#[N:14])[CH:10]=[CH:9][CH:8]=2)[CH:6]=[CH:5][CH:4]=[CH:3][CH:2]=1.[C:15](OC)(=[O:23])[C:16]1[C:17](=[CH:19][CH:20]=[CH:21][CH:22]=1)[SH:18].C(N(CC)CC)C, predict the reaction product. The product is: [C:1]1([C:7]2[N:12]=[C:11]([C:13]3[S:18][C:17]4[CH:19]=[CH:20][CH:21]=[CH:22][C:16]=4[C:15](=[O:23])[N:14]=3)[CH:10]=[CH:9][CH:8]=2)[CH:2]=[CH:3][CH:4]=[CH:5][CH:6]=1. (5) Given the reactants [CH:1]([NH:4][C:5]1[C:14]2[C:9](=[CH:10][C:11]([OH:17])=[C:12]([O:15][CH3:16])[CH:13]=2)[N:8]=[CH:7][N:6]=1)([CH3:3])[CH3:2].Br[CH2:19][C:20]1[CH:21]=[C:22]([S:26]([CH3:34])(=[N:28][C:29]([O:31][CH2:32][CH3:33])=[O:30])=[O:27])[CH:23]=[CH:24][CH:25]=1.C(=O)([O-])[O-].[Cs+].[Cs+], predict the reaction product. The product is: [CH2:32]([O:31][C:29]([N:28]=[S:26]([C:22]1[CH:23]=[CH:24][CH:25]=[C:20]([CH2:19][O:17][C:11]2[CH:10]=[C:9]3[C:14]([C:5]([NH:4][CH:1]([CH3:3])[CH3:2])=[N:6][CH:7]=[N:8]3)=[CH:13][C:12]=2[O:15][CH3:16])[CH:21]=1)([CH3:34])=[O:27])=[O:30])[CH3:33].